Task: Predict the product of the given reaction.. Dataset: Forward reaction prediction with 1.9M reactions from USPTO patents (1976-2016) Given the reactants [Cl:1][C:2]1[C:35]([F:36])=[CH:34][CH:33]=[CH:32][C:3]=1[CH2:4][NH:5][C:6](=[O:31])[N:7]([C@H:9]([CH2:16][O:17][C:18](=[O:30])[NH:19][C:20]1[N:21]=[CH:22][C:23]2[C:28]([CH:29]=1)=[CH:27][CH:26]=[CH:25][CH:24]=2)[CH2:10][CH2:11][C:12]([O:14]C)=[O:13])[CH3:8].[Li+:37].[OH-], predict the reaction product. The product is: [Cl:1][C:2]1[C:35]([F:36])=[CH:34][CH:33]=[CH:32][C:3]=1[CH2:4][NH:5][C:6](=[O:31])[N:7]([C@H:9]([CH2:16][O:17][C:18](=[O:30])[NH:19][C:20]1[N:21]=[CH:22][C:23]2[C:28]([CH:29]=1)=[CH:27][CH:26]=[CH:25][CH:24]=2)[CH2:10][CH2:11][C:12]([O-:14])=[O:13])[CH3:8].[Li+:37].